Task: Predict the reactants needed to synthesize the given product.. Dataset: Full USPTO retrosynthesis dataset with 1.9M reactions from patents (1976-2016) (1) Given the product [CH2:1]([O:8][N:9]1[C:10](=[O:11])[C:12]2[CH:17]=[C:16]([F:18])[C:15]([Cl:19])=[N:14][C:13]=2[N:25]([CH2:23][CH3:24])[C:26]1=[O:27])[C:2]1[CH:7]=[CH:6][CH:5]=[CH:4][CH:3]=1, predict the reactants needed to synthesize it. The reactants are: [CH2:1]([O:8][NH:9][C:10]([C:12]1[C:13](Cl)=[N:14][C:15]([Cl:19])=[C:16]([F:18])[CH:17]=1)=[O:11])[C:2]1[CH:7]=[CH:6][CH:5]=[CH:4][CH:3]=1.[H-].[Na+].[CH2:23]([N:25]=[C:26]=[O:27])[CH3:24]. (2) Given the product [NH2:1][C:2]1[N:3]=[C:4]([NH:17][CH:18]2[CH2:23][CH2:22][N:21]([S:24]([CH2:27][CH2:28][CH2:29][S:37][C:34]3[CH:35]=[CH:36][N:31]=[CH:32][CH:33]=3)(=[O:26])=[O:25])[CH2:20][CH2:19]2)[S:5][C:6]=1[C:7]([C:9]1[C:14]([F:15])=[CH:13][CH:12]=[CH:11][C:10]=1[F:16])=[O:8], predict the reactants needed to synthesize it. The reactants are: [NH2:1][C:2]1[N:3]=[C:4]([NH:17][CH:18]2[CH2:23][CH2:22][N:21]([S:24]([CH2:27][CH2:28][CH2:29]I)(=[O:26])=[O:25])[CH2:20][CH2:19]2)[S:5][C:6]=1[C:7]([C:9]1[C:14]([F:15])=[CH:13][CH:12]=[CH:11][C:10]=1[F:16])=[O:8].[N:31]1[CH:36]=[CH:35][C:34]([SH:37])=[CH:33][CH:32]=1. (3) Given the product [F:1][C:2]1[CH:7]=[C:6]([F:8])[CH:5]=[CH:4][C:3]=1[C:9]([OH:34])([CH2:28][N:29]1[CH:33]=[N:32][N:31]=[N:30]1)[C:10]([F:12])([F:11])[C:13]1[CH:14]=[CH:15][C:16]([O:19][C:20]2[CH:21]=[CH:22][CH:23]=[CH:26][CH:27]=2)=[CH:17][N:18]=1, predict the reactants needed to synthesize it. The reactants are: [F:1][C:2]1[CH:7]=[C:6]([F:8])[CH:5]=[CH:4][C:3]=1[C:9]([OH:34])([CH2:28][N:29]1[CH:33]=[N:32][N:31]=[N:30]1)[C:10]([C:13]1[N:18]=[CH:17][C:16]([O:19][C:20]2[CH:27]=[CH:26][C:23](C#N)=[CH:22][CH:21]=2)=[CH:15][CH:14]=1)([F:12])[F:11].C1(B(O)O)C=CC=CC=1. (4) The reactants are: [S:1]1[C:5]2[CH:6]=[CH:7][CH:8]=[CH:9][C:4]=2[NH:3][CH2:2]1.NC1C=CC=CC=1S.C=O.C(N(C(C)C)CC)(C)C.[CH2:29]([O:36][C:37]1[C:45]([C:46]([F:49])([F:48])[F:47])=[CH:44][C:40]([C:41](Cl)=[O:42])=[CH:39][C:38]=1[O:50][CH3:51])[C:30]1[CH:35]=[CH:34][CH:33]=[CH:32][CH:31]=1. Given the product [CH2:29]([O:36][C:37]1[C:45]([C:46]([F:47])([F:48])[F:49])=[CH:44][C:40]([C:41]([N:3]2[C:4]3[CH:9]=[CH:8][CH:7]=[CH:6][C:5]=3[S:1][CH2:2]2)=[O:42])=[CH:39][C:38]=1[O:50][CH3:51])[C:30]1[CH:31]=[CH:32][CH:33]=[CH:34][CH:35]=1, predict the reactants needed to synthesize it. (5) Given the product [CH:27]1([NH:30][CH:8]([C:5]2[CH:4]=[CH:3][C:2]([F:1])=[CH:7][N:6]=2)[C:10]2[N:19]=[C:18]([NH:20][C:21]3[CH:25]=[C:24]([CH3:26])[NH:23][N:22]=3)[C:17]3[C:12](=[CH:13][CH:14]=[CH:15][CH:16]=3)[N:11]=2)[CH2:29][CH2:28]1, predict the reactants needed to synthesize it. The reactants are: [F:1][C:2]1[CH:3]=[CH:4][C:5]([C:8]([C:10]2[N:19]=[C:18]([NH:20][C:21]3[CH:25]=[C:24]([CH3:26])[NH:23][N:22]=3)[C:17]3[C:12](=[CH:13][CH:14]=[CH:15][CH:16]=3)[N:11]=2)=O)=[N:6][CH:7]=1.[CH:27]1([NH2:30])[CH2:29][CH2:28]1.[BH4-].[Na+].CO. (6) Given the product [Cl:1][C:2]1[C:10]2[CH:9]=[C:8]([C:11](=[O:12])[CH2:18][CH3:19])[S:7][C:6]=2[CH:5]=[CH:4][C:3]=1[Cl:17], predict the reactants needed to synthesize it. The reactants are: [Cl:1][C:2]1[C:10]2[CH:9]=[C:8]([C:11](N(OC)C)=[O:12])[S:7][C:6]=2[CH:5]=[CH:4][C:3]=1[Cl:17].[CH2:18]([Mg]Br)[CH3:19]. (7) Given the product [O:1]([C:8]1[CH:9]=[C:10]([NH:11][C:26](=[O:27])[C:25]([OH:29])=[O:24])[CH:12]=[CH:13][CH:14]=1)[C:2]1[CH:3]=[CH:4][CH:5]=[CH:6][CH:7]=1, predict the reactants needed to synthesize it. The reactants are: [O:1]([C:8]1[CH:9]=[C:10]([CH:12]=[CH:13][CH:14]=1)[NH2:11])[C:2]1[CH:7]=[CH:6][CH:5]=[CH:4][CH:3]=1.C(N(CC)CC)C.C([O:24][C:25](=[O:29])[C:26](Cl)=[O:27])C.[OH-].[Na+].